Dataset: Forward reaction prediction with 1.9M reactions from USPTO patents (1976-2016). Task: Predict the product of the given reaction. (1) Given the reactants [F:1][C:2]1[CH:3]=[C:4]([CH:8]=[CH:9][N:10]=1)[C:5]([OH:7])=O.[CH2:11]([N:13]([CH2:17][CH3:18])[CH2:14][CH2:15][NH2:16])[CH3:12].C1C=CC2N(O)N=NC=2C=1.CCN=C=NCCCN(C)C.C(N(C(C)C)CC)(C)C, predict the reaction product. The product is: [F:1][C:2]1[N:10]=[CH:9][CH:8]=[C:4]([CH:3]=1)[C:5]([NH:16][CH2:15][CH2:14][N:13]([CH2:17][CH3:18])[CH2:11][CH3:12])=[O:7]. (2) Given the reactants [C:1]([O:5][C:6]([N:8]1[CH2:13][CH:12]2[CH:10]([O:11]2)[CH2:9]1)=[O:7])([CH3:4])([CH3:3])[CH3:2].[FH:14].F.F.C(N(CC)CC)C.C([O-])([O-])=O.[Na+].[Na+], predict the reaction product. The product is: [C:1]([O:5][C:6]([N:8]1[CH2:13][C@@H:12]([OH:11])[C@H:10]([F:14])[CH2:9]1)=[O:7])([CH3:4])([CH3:3])[CH3:2].